This data is from TCR-epitope binding with 47,182 pairs between 192 epitopes and 23,139 TCRs. The task is: Binary Classification. Given a T-cell receptor sequence (or CDR3 region) and an epitope sequence, predict whether binding occurs between them. Result: 0 (the TCR does not bind to the epitope). The epitope is KAYNVTQAF. The TCR CDR3 sequence is CASSSPGHSDNIQYF.